This data is from Acute oral toxicity (LD50) regression data from Zhu et al.. The task is: Regression/Classification. Given a drug SMILES string, predict its toxicity properties. Task type varies by dataset: regression for continuous values (e.g., LD50, hERG inhibition percentage) or binary classification for toxic/non-toxic outcomes (e.g., AMES mutagenicity, cardiotoxicity, hepatotoxicity). Dataset: ld50_zhu. (1) The molecule is CCOP(=S)(CC)Sc1ccc(C)cc1. The rat oral LD50 is 3.75, given as -log10 of the dose in mol/kg body weight (higher means more acutely toxic). (2) The compound is CCOC(=O)CC[Si](OCC)(OCC)OCC. The rat oral LD50 is 1.07, given as -log10 of the dose in mol/kg body weight (higher means more acutely toxic). (3) The compound is CCCCC(C=O)CC. The rat oral LD50 is 1.54, given as -log10 of the dose in mol/kg body weight (higher means more acutely toxic). (4) The compound is CCOP(=S)(OCC)SC1CCSC1. The rat oral LD50 is 4.13, given as -log10 of the dose in mol/kg body weight (higher means more acutely toxic). (5) The compound is Oc1ccc(-c2ccc(O)cc2)cc1. The rat oral LD50 is 1.28, given as -log10 of the dose in mol/kg body weight (higher means more acutely toxic). (6) The drug is C=CC(=O)NCOC. The rat oral LD50 is 2.84, given as -log10 of the dose in mol/kg body weight (higher means more acutely toxic). (7) The drug is O=C(O)Cc1cccc2ccccc12. The rat oral LD50 is 2.27, given as -log10 of the dose in mol/kg body weight (higher means more acutely toxic). (8) The drug is COc1c(OP(=S)(Oc2cnn(C)c(=O)c2OC)OC(C)C)cnn(C)c1=O. The rat oral LD50 is 3.64, given as -log10 of the dose in mol/kg body weight (higher means more acutely toxic). (9) The compound is COc1ccc(NC(=O)N(C)C)cc1Cl. The rat oral LD50 is 2.15, given as -log10 of the dose in mol/kg body weight (higher means more acutely toxic). (10) The compound is CN(C)C(=O)Nc1ccc(Cl)cc1. The rat oral LD50 is 2.28, given as -log10 of the dose in mol/kg body weight (higher means more acutely toxic).